This data is from Reaction yield outcomes from USPTO patents with 853,638 reactions. The task is: Predict the reaction yield, written as a fraction of the theoretical maximum amount of product (1.0 means a 100% yield; for example, 0.34 means a 34% yield). (1) The yield is 0.504. The catalyst is ClCCl. The reactants are [C:1]([C:3]1[N:8]=[CH:7][C:6]([N:9]2[CH2:14][CH2:13][N:12]([C:15]([O:17][C:18]([CH3:21])([CH3:20])[CH3:19])=[O:16])[CH2:11][CH2:10]2)=[CH:5][CH:4]=1)#N.C1(C)C=CC=CC=1.[H-].C([Al+]CC(C)C)C(C)C.Cl.C(=O)([O-])[O-:41].[Na+].[Na+]. The product is [CH:1]([C:3]1[N:8]=[CH:7][C:6]([N:9]2[CH2:14][CH2:13][N:12]([C:15]([O:17][C:18]([CH3:21])([CH3:20])[CH3:19])=[O:16])[CH2:11][CH2:10]2)=[CH:5][CH:4]=1)=[O:41]. (2) The reactants are C(=O)(O)[O-].[Na+].Br[CH2:7][C:8]([OH:10])=[O:9].[C:11]([NH:18][CH2:19][CH2:20][SH:21])([O:13][C:14]([CH3:17])([CH3:16])[CH3:15])=[O:12]. The catalyst is O. The product is [C:14]([O:13][C:11]([NH:18][CH2:19][CH2:20][S:21][CH2:7][C:8]([OH:10])=[O:9])=[O:12])([CH3:17])([CH3:16])[CH3:15]. The yield is 0.960. (3) The reactants are [CH3:1][O:2][C:3]1[CH:8]=[CH:7][C:6]([CH:9]([OH:16])[C:10]#[C:11][C:12]([CH3:15])([OH:14])[CH3:13])=[CH:5][CH:4]=1.CC(OI1(OC(C)=O)(OC(C)=O)OC(=O)C2C=CC=CC1=2)=O. The catalyst is C(Cl)Cl. The product is [OH:14][C:12]([CH3:15])([CH3:13])[C:11]#[C:10][C:9]([C:6]1[CH:5]=[CH:4][C:3]([O:2][CH3:1])=[CH:8][CH:7]=1)=[O:16]. The yield is 0.960. (4) The reactants are [C:1]1([CH:7]([CH:9]2[CH2:14][CH2:13][NH:12][CH2:11][CH2:10]2)[OH:8])[CH:6]=[CH:5][CH:4]=[CH:3][CH:2]=1.Cl[C:16]([O:18][CH2:19][C:20]1[CH:25]=[CH:24][CH:23]=[CH:22][CH:21]=1)=[O:17]. The catalyst is C(Cl)Cl. The product is [CH2:19]([O:18][C:16]([N:12]1[CH2:13][CH2:14][CH:9]([CH:7]([OH:8])[C:1]2[CH:2]=[CH:3][CH:4]=[CH:5][CH:6]=2)[CH2:10][CH2:11]1)=[O:17])[C:20]1[CH:25]=[CH:24][CH:23]=[CH:22][CH:21]=1. The yield is 0.910. (5) The reactants are [F:1][C:2]1[CH:10]=[CH:9][CH:8]=[C:7]([I:11])[C:3]=1[C:4]([OH:6])=[O:5].C(Cl)(=O)C(Cl)=O.CN(C=O)C.O[NH:24][C:25](=[NH:27])[CH3:26]. The catalyst is C(Cl)Cl. The product is [F:1][C:2]1[CH:10]=[CH:9][CH:8]=[C:7]([I:11])[C:3]=1[C:4]([O:6]/[N:24]=[C:25](\[NH2:27])/[CH3:26])=[O:5]. The yield is 0.860. (6) The reactants are [NH2:1][C:2]1[C:11]([CH3:12])=[CH:10][C:9]([F:13])=[CH:8][C:3]=1[C:4]([O:6][CH3:7])=[O:5].C(OC(=O)C)(=O)C.C([O-])(=O)C.[K+].[N:26](OCCC(C)C)=O. The catalyst is C(Cl)(Cl)Cl. The product is [F:13][C:9]1[CH:10]=[C:11]2[C:2](=[C:3]([C:4]([O:6][CH3:7])=[O:5])[CH:8]=1)[NH:1][N:26]=[CH:12]2. The yield is 0.430. (7) The reactants are [Cl:1][C:2]1[CH:3]=[C:4]2[C:8](=[C:9]([C:12]([OH:14])=O)[C:10]=1[F:11])[NH:7][CH:6]=[CH:5]2.CN(C(ON1N=NC2C=CC=CC1=2)=[N+](C)C)C.[B-](F)(F)(F)F.C(N(CC)C(C)C)(C)C.[C:46]([C:50]1[CH:70]=[CH:69][C:53]([CH2:54][NH:55][CH2:56][CH2:57][C:58]2[CH:63]=[CH:62][C:61]([F:64])=[C:60]([C:65]([F:68])([F:67])[F:66])[CH:59]=2)=[CH:52][CH:51]=1)([CH3:49])([CH3:48])[CH3:47]. The catalyst is CN(C=O)C.O. The product is [C:46]([C:50]1[CH:70]=[CH:69][C:53]([CH2:54][N:55]([CH2:56][CH2:57][C:58]2[CH:63]=[CH:62][C:61]([F:64])=[C:60]([C:65]([F:67])([F:68])[F:66])[CH:59]=2)[C:12]([C:9]2[C:10]([F:11])=[C:2]([Cl:1])[CH:3]=[C:4]3[C:8]=2[NH:7][CH:6]=[CH:5]3)=[O:14])=[CH:52][CH:51]=1)([CH3:49])([CH3:47])[CH3:48]. The yield is 0.440.